From a dataset of hERG Central: cardiac toxicity at 1µM, 10µM, and general inhibition. Predict hERG channel inhibition at various concentrations. (1) The compound is Cc1oc(-c2ccc(Cl)cc2)nc1CS(=O)CC(=O)NCCCN1CC(C)CC(C)C1. Results: hERG_inhib (hERG inhibition (general)): blocker. (2) The drug is Cc1ccc(S(=O)(=O)N2CCOCC2)cc1C(=O)NCc1ccccc1CN1CCCC1. Results: hERG_inhib (hERG inhibition (general)): blocker. (3) The molecule is CN(C)CCCN(C(=O)c1ccc(C(=O)c2ccccc2)cc1)c1nc2c(F)cccc2s1. Results: hERG_inhib (hERG inhibition (general)): blocker. (4) The compound is Cc1ccc(C(=O)Nc2nc3ccccc3n2CCN2CCCC2)cc1. Results: hERG_inhib (hERG inhibition (general)): blocker.